Dataset: Forward reaction prediction with 1.9M reactions from USPTO patents (1976-2016). Task: Predict the product of the given reaction. Given the reactants [C:1]([C:4]1[CH:5]=[CH:6][C:7]2[S:11][C:10]([NH:12][C:13](=[O:24])[C:14]3[CH:19]=[CH:18][CH:17]=[C:16]([C:20]([F:23])([F:22])[F:21])[CH:15]=3)=[N:9][C:8]=2[CH:25]=1)(=[O:3])[CH3:2].Br[CH:27]([CH3:33])[C:28]([O:30]CC)=[O:29].ClC1C=C(C=CC=1)C(NC1SC2C(F)=C(F)C(F)=CC=2N=1)=O.BrCC(OCC)=O, predict the reaction product. The product is: [C:1]([C:4]1[CH:5]=[CH:6][C:7]2[S:11][C:10](=[N:12][C:13](=[O:24])[C:14]3[CH:19]=[CH:18][CH:17]=[C:16]([C:20]([F:22])([F:23])[F:21])[CH:15]=3)[N:9]([CH:27]([CH3:33])[C:28]([OH:30])=[O:29])[C:8]=2[CH:25]=1)(=[O:3])[CH3:2].